From a dataset of Forward reaction prediction with 1.9M reactions from USPTO patents (1976-2016). Predict the product of the given reaction. (1) The product is: [F:1][C:2]1[CH:3]=[CH:4][C:5]([C:8]2([C:13]([N:17]([CH3:16])[C@H:18]3[CH2:37][N:22]4[C:23]5[C:28]([C:29]([CH2:30][C:31]([OH:33])=[O:32])=[C:21]4[CH2:20][CH2:19]3)=[CH:27][CH:26]=[CH:25][CH:24]=5)=[O:15])[CH2:10][C:9]2([CH3:11])[CH3:12])=[CH:6][CH:7]=1. Given the reactants [F:1][C:2]1[CH:7]=[CH:6][C:5]([C:8]2([C:13]([OH:15])=O)[CH2:10][C:9]2([CH3:12])[CH3:11])=[CH:4][CH:3]=1.[CH3:16][NH:17][C@H:18]1[CH2:37][N:22]2[C:23]3[C:28]([C:29]([CH2:30][C:31]([O:33]CCC)=[O:32])=[C:21]2[CH2:20][CH2:19]1)=[CH:27][CH:26]=[CH:25][CH:24]=3, predict the reaction product. (2) Given the reactants [CH3:1][C:2]1[N:3]=[N:4][N:5]([CH2:7][C:8]2[CH:13]=[C:12]([C:14]([F:17])([F:16])[F:15])[CH:11]=[CH:10][C:9]=2/[CH:18]=[CH:19]/[C:20](O)=[O:21])[N:6]=1.[CH3:23][N:24]([CH:32]1[CH2:37][CH2:36][NH:35][CH2:34][CH2:33]1)[C:25](=[O:31])[O:26][C:27]([CH3:30])([CH3:29])[CH3:28].C(N(CC)CC)C.C(P1(=O)OP(CCC)(=O)OP(CCC)(=O)O1)CC, predict the reaction product. The product is: [CH3:23][N:24]([CH:32]1[CH2:33][CH2:34][N:35]([C:20](=[O:21])/[CH:19]=[CH:18]/[C:9]2[CH:10]=[CH:11][C:12]([C:14]([F:15])([F:16])[F:17])=[CH:13][C:8]=2[CH2:7][N:5]2[N:4]=[N:3][C:2]([CH3:1])=[N:6]2)[CH2:36][CH2:37]1)[C:25](=[O:31])[O:26][C:27]([CH3:30])([CH3:28])[CH3:29]. (3) Given the reactants [C:1](O[BH-](OC(=O)C)OC(=O)C)(=O)[CH3:2].[Na+].[NH2:15][C:16]1[CH:17]=[C:18]([CH:25]=[CH:26][C:27]=1[N:28]1[CH2:33][CH2:32][CH:31]([N:34]2[C:39]3[CH:40]=[CH:41][CH:42]=[CH:43][C:38]=3[CH2:37][O:36][C:35]2=[O:44])[CH2:30][CH2:29]1)[C:19]([NH:21][CH:22]([CH3:24])[CH3:23])=[O:20].C(=O)C, predict the reaction product. The product is: [CH2:1]([NH:15][C:16]1[CH:17]=[C:18]([CH:25]=[CH:26][C:27]=1[N:28]1[CH2:29][CH2:30][CH:31]([N:34]2[C:39]3[CH:40]=[CH:41][CH:42]=[CH:43][C:38]=3[CH2:37][O:36][C:35]2=[O:44])[CH2:32][CH2:33]1)[C:19]([NH:21][CH:22]([CH3:24])[CH3:23])=[O:20])[CH3:2]. (4) Given the reactants [NH2:1][C:2]1[CH:10]=[CH:9][C:8]([N+:11]([O-:13])=[O:12])=[CH:7][C:3]=1[C:4]([OH:6])=[O:5].[O:14]=[C:15](Cl)OC(Cl)(Cl)Cl, predict the reaction product. The product is: [N+:11]([C:8]1[CH:7]=[C:3]2[C:4]([O:6][C:15](=[O:14])[NH:1][C:2]2=[CH:10][CH:9]=1)=[O:5])([O-:13])=[O:12]. (5) Given the reactants [F:1][C:2]1[CH:7]=[CH:6][C:5]([F:8])=[CH:4][C:3]=1[C:9](=[O:22])[CH:10]([NH:14][C:15](=[O:21])[O:16][C:17]([CH3:20])([CH3:19])[CH3:18])[CH2:11][C:12]#[CH:13].N12CCN(CC1)CC2.C(O)=O, predict the reaction product. The product is: [F:1][C:2]1[CH:7]=[CH:6][C:5]([F:8])=[CH:4][C:3]=1[C@H:9]([OH:22])[C@@H:10]([NH:14][C:15](=[O:21])[O:16][C:17]([CH3:18])([CH3:20])[CH3:19])[CH2:11][C:12]#[CH:13].